This data is from Reaction yield outcomes from USPTO patents with 853,638 reactions. The task is: Predict the reaction yield, written as a fraction of the theoretical maximum amount of product (1.0 means a 100% yield; for example, 0.34 means a 34% yield). (1) The reactants are Br[C:2]1[C:10]2[O:9][CH2:8][CH:7]([C:11]3[CH:16]=[CH:15][C:14]([CH:17]([CH3:19])[CH3:18])=[CH:13][CH:12]=3)[C:6]=2[C:5]([CH3:20])=[C:4]([NH:21][C:22](=[O:28])[CH2:23][C:24]([CH3:27])([CH3:26])[CH3:25])[C:3]=1[CH3:29].[CH3:30][O:31][C:32]1[CH:37]=[CH:36][C:35](B(O)O)=[CH:34][CH:33]=1. The catalyst is CCCCCC.C(OCC)(=O)C. The product is [CH:17]([C:14]1[CH:13]=[CH:12][C:11]([CH:7]2[C:6]3[C:5]([CH3:20])=[C:4]([NH:21][C:22](=[O:28])[CH2:23][C:24]([CH3:26])([CH3:27])[CH3:25])[C:3]([CH3:29])=[C:2]([C:35]4[CH:36]=[CH:37][C:32]([O:31][CH3:30])=[CH:33][CH:34]=4)[C:10]=3[O:9][CH2:8]2)=[CH:16][CH:15]=1)([CH3:19])[CH3:18]. The yield is 0.400. (2) The product is [CH2:11]([O:18][C@H:19]1[C@H:24]([O:25][CH2:26][C:27]2[CH:28]=[CH:29][CH:30]=[CH:31][CH:32]=2)[C@@H:23]([O:33][CH2:34][C:35]2[CH:40]=[CH:39][CH:38]=[CH:37][CH:36]=2)[C:22]([C:43]2[CH:48]=[CH:47][C:46]([CH3:49])=[C:45]([CH2:50][C:51]3[CH:60]=[CH:59][C:54]4[O:55][CH2:56][CH2:57][O:58][C:53]=4[CH:52]=3)[CH:44]=2)([O:41][CH3:42])[O:21][C@@H:20]1[CH:61]=[O:3])[C:12]1[CH:17]=[CH:16][CH:15]=[CH:14][CH:13]=1. The catalyst is C(Cl)Cl. The yield is 0.980. The reactants are C(Cl)(=O)C(Cl)=[O:3].CS(C)=O.[CH2:11]([O:18][C@H:19]1[C@H:24]([O:25][CH2:26][C:27]2[CH:32]=[CH:31][CH:30]=[CH:29][CH:28]=2)[C@@H:23]([O:33][CH2:34][C:35]2[CH:40]=[CH:39][CH:38]=[CH:37][CH:36]=2)[C:22]([C:43]2[CH:48]=[CH:47][C:46]([CH3:49])=[C:45]([CH2:50][C:51]3[CH:60]=[CH:59][C:54]4[O:55][CH2:56][CH2:57][O:58][C:53]=4[CH:52]=3)[CH:44]=2)([O:41][CH3:42])[O:21][C@@H:20]1[CH3:61])[C:12]1[CH:17]=[CH:16][CH:15]=[CH:14][CH:13]=1.C(N(CC)CC)C.Cl.